From a dataset of Catalyst prediction with 721,799 reactions and 888 catalyst types from USPTO. Predict which catalyst facilitates the given reaction. (1) Reactant: [Si]([O:8][C:9]([C:18]1[CH:48]=[CH:47][C:21]([CH2:22][N:23]2[CH2:28][CH2:27][N:26]([C:29]([C:31]3[CH:36]=[CH:35][C:34]([NH:37][C:38]([NH:40][CH2:41][C:42]([OH:45])([CH3:44])[CH3:43])=[O:39])=[C:33]([Cl:46])[CH:32]=3)=[O:30])[CH2:25][CH2:24]2)=[CH:20][CH:19]=1)([C:14]([F:17])([F:16])[F:15])[C:10]([F:13])([F:12])[F:11])(C(C)(C)C)(C)C.[F-].[K+]. Product: [Cl:46][C:33]1[CH:32]=[C:31]([C:29]([N:26]2[CH2:25][CH2:24][N:23]([CH2:22][C:21]3[CH:20]=[CH:19][C:18]([C:9]([OH:8])([C:14]([F:16])([F:15])[F:17])[C:10]([F:12])([F:13])[F:11])=[CH:48][CH:47]=3)[CH2:28][CH2:27]2)=[O:30])[CH:36]=[CH:35][C:34]=1[NH:37][C:38]([NH:40][CH2:41][C:42]([OH:45])([CH3:43])[CH3:44])=[O:39]. The catalyst class is: 7. (2) Reactant: [CH3:1][O:2][C:3]1[CH:8]=[CH:7][C:6]([OH:9])=[CH:5][CH:4]=1.Cl[CH2:11][C:12]#[N:13].C([O-])([O-])=O.[K+].[K+]. Product: [CH3:1][O:2][C:3]1[CH:8]=[CH:7][C:6]([O:9][CH2:11][C:12]#[N:13])=[CH:5][CH:4]=1. The catalyst class is: 21.